Dataset: Forward reaction prediction with 1.9M reactions from USPTO patents (1976-2016). Task: Predict the product of the given reaction. (1) The product is: [C:7]([NH:11][C:12]([C:14]1[S:47][C:17]2[N:18]=[C:19]([C:41]3[CH:42]=[CH:43][CH:44]=[CH:45][CH:46]=3)[N:20]=[C:21]([C:22]3[CH:27]=[CH:26][CH:25]=[C:24]([NH:28][C:29]([N:1]4[CH2:6][CH2:5][S:4][CH2:3][CH2:2]4)=[O:30])[CH:23]=3)[C:16]=2[C:15]=1[NH2:48])=[O:13])([CH3:10])([CH3:8])[CH3:9]. Given the reactants [NH:1]1[CH2:6][CH2:5][S:4][CH2:3][CH2:2]1.[C:7]([NH:11][C:12]([C:14]1[S:47][C:17]2[N:18]=[C:19]([C:41]3[CH:46]=[CH:45][CH:44]=[CH:43][CH:42]=3)[N:20]=[C:21]([C:22]3[CH:27]=[CH:26][CH:25]=[C:24]([NH:28][C:29](OC4C=CC([N+]([O-])=O)=CC=4)=[O:30])[CH:23]=3)[C:16]=2[C:15]=1[NH2:48])=[O:13])([CH3:10])([CH3:9])[CH3:8], predict the reaction product. (2) Given the reactants C(N(CC)C(C)C)(C)C.[Cl:10][C:11]1[N:12]=[CH:13][C:14]([C:17]([OH:19])=O)=[N:15][CH:16]=1.[F:20][C:21]([F:26])([F:25])[C@@H:22]([NH2:24])[CH3:23].C([O-])(O)=O.[Na+], predict the reaction product. The product is: [Cl:10][C:11]1[N:12]=[CH:13][C:14]([C:17]([NH:24][C@@H:22]([CH3:23])[C:21]([F:26])([F:25])[F:20])=[O:19])=[N:15][CH:16]=1.